From a dataset of Experimentally validated miRNA-target interactions with 360,000+ pairs, plus equal number of negative samples. Binary Classification. Given a miRNA mature sequence and a target amino acid sequence, predict their likelihood of interaction. (1) The miRNA is mmu-miR-3966 with sequence AGCUGCCAGCUGUAGAACUGU. The protein sequence of the target gene is MAFGKSHRDPYATSVGHLIEKATFAGVQTEDWGQFMHICDIINTTQDGPKDAVKALKKRISKNYNHKEIQLTLSLIDMCVQNCGPSFQSLIVKKEFVKENLVKLLNPRYNLPLDIQNRILNFIKTWSQGFPGGVDVSEVKEVYLDLVKKGVQFPPSEAEAETARQETAQISSNPPTSVPTAPALSSVIAPKNSTVTLVPEQIGKLHSELDMVKMNVRVMSAILMENTPGSENHEDIELLQKLYKTGREMQERIMDLLVVVENEDVTVELIQVNEDLNNAILGYERFTRNQQRILEQNKNQ.... Result: 0 (no interaction). (2) The miRNA is hsa-miR-6852-5p with sequence CCCUGGGGUUCUGAGGACAUG. The protein sequence of the target gene is MEAPGLAQAAAAESDSRKVAEETPDGAPALCPSPEALSPEPPVYSLQDFDTLATVGTGTFGRVHLVKEKTAKHFFALKVMSIPDVIRLKQEQHVHNEKSVLKEVSHPFLIRLFWTWHDERFLYMLMEYVPGGELFSYLRNRGRFSSTTGLFYSAEIICAIEYLHSKEIVYRDLKPENILLDRDGHIKLTDFGFAKKLVDRTWTLCGTPEYLAPEVIQSKGHGRAVDWWALGILIFEMLSGFPPFFDDNPFGIYQKILAGKIDFPRHLDFHVKDLIKKLLVVDRTRRLGNMKNGANDVKHH.... Result: 0 (no interaction). (3) The miRNA is hsa-miR-767-5p with sequence UGCACCAUGGUUGUCUGAGCAUG. The protein sequence of the target gene is MASNDYTQQATQSYGAYPTQPGQGYSQQSSQPYGQQSYSGYGQSADTSGYGQSSYGSSYGQTQNTGYGTQSAPQGYGSTGGYGSSQSSQSSYGQQSSYPGYGQQPAPSSTSGSYGGSSQSSSYGQPQSGGYGQQSGYGGQQQSYGQQQSSYNPPQGYGQQNQYNSSSGGGGGGGGGNYGQDQSSMSGGGGGGGYGNQDQSGGGGGGYGGGQQDRGGRGRGGGGGYNRSSGGYEPRGRGGGRGGRGGMGGSDRGGFNKFGGPRDQGSRHDSEQDNSDNNTIFVQGLGENVTIESVADYFKQ.... Result: 0 (no interaction). (4) The miRNA is hsa-miR-7703 with sequence UUGCACUCUGGCCUUCUCCCAGG. The protein sequence of the target gene is MSRHTDLVRSFLEQLEARDYREGAILAREFSDIKARSVAWKSEGVCSTKAGSRLGNTNKNRYKDVVAYDETRVILSLLQEEGHGDYINANFIRGIDGSQAYIATQGPLPHTLLDFWRLVWEFGVKVILMACQETENGRRKCERYWAREQEPLKAGPFCITLTKETTLNADITLRTLQVTFQKEFRSVHQLQYMSWPDHGVPSSSDHILTMVEEARCLQGLGPGPLCVHCSAGCGRTGVLCAVDYVRQLLLTQTIPPNFSLFQVVLEMRKQRPAAVQTEEQYRFLYHTVAQLFSRTLQDTS.... Result: 0 (no interaction).